From a dataset of Forward reaction prediction with 1.9M reactions from USPTO patents (1976-2016). Predict the product of the given reaction. (1) The product is: [F:45][C:46]1[CH:47]=[C:48]([NH:54][C:2]2[C:7]([C:8]3[N:13]=[C:12]([CH3:14])[N:11]=[C:10]([N:15]([CH2:25][C:26]4[CH:27]=[CH:28][C:29]([O:32][CH3:33])=[CH:30][CH:31]=4)[CH2:16][C:17]4[CH:18]=[CH:19][C:20]([O:23][CH3:24])=[CH:21][CH:22]=4)[N:9]=3)=[CH:6][C:5]([CH2:34][C:35]3[CH:36]=[CH:37][C:38]([S:41]([CH3:44])(=[O:43])=[O:42])=[CH:39][CH:40]=3)=[CH:4][N:3]=2)[CH:49]=[N:50][C:51]=1[O:52][CH3:53]. Given the reactants F[C:2]1[C:7]([C:8]2[N:13]=[C:12]([CH3:14])[N:11]=[C:10]([N:15]([CH2:25][C:26]3[CH:31]=[CH:30][C:29]([O:32][CH3:33])=[CH:28][CH:27]=3)[CH2:16][C:17]3[CH:22]=[CH:21][C:20]([O:23][CH3:24])=[CH:19][CH:18]=3)[N:9]=2)=[CH:6][C:5]([CH2:34][C:35]2[CH:40]=[CH:39][C:38]([S:41]([CH3:44])(=[O:43])=[O:42])=[CH:37][CH:36]=2)=[CH:4][N:3]=1.[F:45][C:46]1[CH:47]=[C:48]([NH2:54])[CH:49]=[N:50][C:51]=1[O:52][CH3:53], predict the reaction product. (2) The product is: [NH2:19][C:10]1[C:9]2[N:8]=[CH:7][N:6]([CH2:5][CH2:4][CH2:3][CH2:2][NH:1][C:21](=[O:22])[O:23][CH2:24][CH:25]3[C:37]4[CH:36]=[CH:35][CH:34]=[CH:33][C:32]=4[C:31]4[C:26]3=[CH:27][CH:28]=[CH:29][CH:30]=4)[C:18]=2[C:17]2[CH:16]=[CH:15][CH:14]=[CH:13][C:12]=2[N:11]=1. Given the reactants [NH2:1][CH2:2][CH2:3][CH2:4][CH2:5][N:6]1[C:18]2[C:17]3[CH:16]=[CH:15][CH:14]=[CH:13][C:12]=3[N:11]=[C:10]([NH2:19])[C:9]=2[N:8]=[CH:7]1.Cl[C:21]([O:23][CH2:24][CH:25]1[C:37]2[CH:36]=[CH:35][CH:34]=[CH:33][C:32]=2[C:31]2[C:26]1=[CH:27][CH:28]=[CH:29][CH:30]=2)=[O:22], predict the reaction product. (3) Given the reactants [CH3:1][S:2]([NH:5][C:6]1[C:7]([C:19]2[CH:24]=[CH:23][CH:22]=[CH:21][CH:20]=2)=[N:8][C:9]2[C:14]([C:15]=1[C:16]([OH:18])=O)=[CH:13][CH:12]=[CH:11][CH:10]=2)(=[O:4])=[O:3].C1C=C2N=NN(O)C2=CC=1.O.CN1CCOCC1.CCN=C=NCCCN(C)C.Cl.Cl.[NH2:56][C@H:57]([C:61]1[CH:66]=[CH:65][CH:64]=[CH:63][CH:62]=1)[C@@H:58]([OH:60])[CH3:59], predict the reaction product. The product is: [OH:60][C@@H:58]([CH3:59])[C@H:57]([NH:56][C:16]([C:15]1[C:14]2[C:9](=[CH:10][CH:11]=[CH:12][CH:13]=2)[N:8]=[C:7]([C:19]2[CH:20]=[CH:21][CH:22]=[CH:23][CH:24]=2)[C:6]=1[NH:5][S:2]([CH3:1])(=[O:3])=[O:4])=[O:18])[C:61]1[CH:62]=[CH:63][CH:64]=[CH:65][CH:66]=1. (4) Given the reactants [C:1]([O:5][C:6]([N:8]([CH2:20][C:21]1[N:26]([CH2:27][CH2:28][C:29]2[CH:38]=[CH:37][C:32]([C:33]([O:35]C)=[O:34])=[CH:31][CH:30]=2)[C:25](=[O:39])[C:24]([Cl:40])=[CH:23][C:22]=1[CH:41]1[CH2:43][CH2:42]1)[C:9]1[CH:14]=[CH:13][CH:12]=[C:11]([O:15][C:16]([F:19])([F:18])[F:17])[CH:10]=1)=[O:7])([CH3:4])([CH3:3])[CH3:2].[OH-].[Na+].Cl.O, predict the reaction product. The product is: [C:1]([O:5][C:6]([N:8]([CH2:20][C:21]1[N:26]([CH2:27][CH2:28][C:29]2[CH:38]=[CH:37][C:32]([C:33]([OH:35])=[O:34])=[CH:31][CH:30]=2)[C:25](=[O:39])[C:24]([Cl:40])=[CH:23][C:22]=1[CH:41]1[CH2:42][CH2:43]1)[C:9]1[CH:14]=[CH:13][CH:12]=[C:11]([O:15][C:16]([F:17])([F:19])[F:18])[CH:10]=1)=[O:7])([CH3:4])([CH3:2])[CH3:3]. (5) The product is: [Cl:1][C:2]1[N:7]=[C:6]([NH:27][CH2:25][CH3:26])[C:5]([CH2:9][NH:10][C:11]2[CH:12]=[C:13]([CH:20]=[C:21]([O:23][CH3:24])[CH:22]=2)[C:14]([NH:16][O:17][CH2:18][CH3:19])=[O:15])=[CH:4][N:3]=1. Given the reactants [Cl:1][C:2]1[N:7]=[C:6](Cl)[C:5]([CH2:9][NH:10][C:11]2[CH:12]=[C:13]([CH:20]=[C:21]([O:23][CH3:24])[CH:22]=2)[C:14]([NH:16][O:17][CH2:18][CH3:19])=[O:15])=[CH:4][N:3]=1.[CH2:25]([NH2:27])[CH3:26], predict the reaction product. (6) Given the reactants [Br:1][C:2]1[CH:7]=[C:6]([N+:8]([O-])=O)[CH:5]=[C:4]([F:11])[C:3]=1[CH2:12][C:13]#[N:14].O.O.[Sn](Cl)Cl.[Sn](Cl)(Cl)(Cl)Cl.CCCCCC.C(OCC)(=O)C, predict the reaction product. The product is: [NH2:8][C:6]1[CH:5]=[C:4]([F:11])[C:3]([CH2:12][C:13]#[N:14])=[C:2]([Br:1])[CH:7]=1. (7) Given the reactants [C:1]([O:5][C:6]([N:8]1[CH2:12][CH:11]([O:13][C:14]2[C:23]3[C:18](=[CH:19][C:20]([O:24][CH3:25])=[CH:21][CH:22]=3)[CH:17]=[CH:16][N:15]=2)[CH2:10][CH:9]1[C:26](=[O:36])[NH:27][C:28]1([C:33]([OH:35])=O)[CH2:30][CH:29]1[CH2:31][CH3:32])=[O:7])([CH3:4])([CH3:3])[CH3:2].[CH2:37]([C:40]1([O:43][S:44](=[O:47])(=[O:46])[NH2:45])[CH2:42][CH2:41]1)[CH2:38][CH3:39], predict the reaction product. The product is: [C:1]([O:5][C:6]([N:8]1[CH2:12][CH:11]([O:13][C:14]2[C:23]3[C:18](=[CH:19][C:20]([O:24][CH3:25])=[CH:21][CH:22]=3)[CH:17]=[CH:16][N:15]=2)[CH2:10][CH:9]1[C:26](=[O:36])[NH:27][C:28]1([C:33]([NH:45][S:44]([O:43][C:40]2([CH2:37][CH2:38][CH3:39])[CH2:42][CH2:41]2)(=[O:47])=[O:46])=[O:35])[CH2:30][CH:29]1[CH2:31][CH3:32])=[O:7])([CH3:3])([CH3:4])[CH3:2].